This data is from Full USPTO retrosynthesis dataset with 1.9M reactions from patents (1976-2016). The task is: Predict the reactants needed to synthesize the given product. (1) Given the product [NH2:8][C@H:9]1[CH2:10][CH2:11][C@H:12]([CH2:15][C:16]([NH:18][C@H:19]2[CH2:20][C:21]3[CH:29]=[CH:28][CH:27]=[C:23]([C:24]([OH:26])=[O:25])[C:22]=3[O:30][B:32]2[OH:33])=[O:17])[CH2:13][CH2:14]1, predict the reactants needed to synthesize it. The reactants are: C(OC([NH:8][C@H:9]1[CH2:14][CH2:13][C@H:12]([CH2:15][C:16]([NH:18][C@H:19]([B:32]2OC3C(C)(C4CC(C3)C4(C)C)[O:33]2)[CH2:20][C:21]2[C:22]([O:30]C)=[C:23]([CH:27]=[CH:28][CH:29]=2)[C:24]([OH:26])=[O:25])=[O:17])[CH2:11][CH2:10]1)=O)(C)(C)C.B(Cl)(Cl)Cl. (2) Given the product [CH:39]1([NH:40][C:16]([C:15]2[CH:20]=[CH:21][C:22]([CH3:23])=[C:13]([C:9]3[CH:8]=[C:7]4[C:12](=[CH:11][CH:10]=3)[C:3]([C:1]([NH2:2])=[O:25])=[N:4][N:5]=[CH:6]4)[CH:14]=2)=[O:17])[CH2:37][CH2:38]1, predict the reactants needed to synthesize it. The reactants are: [C:1]([C:3]1[C:12]2[C:7](=[CH:8][C:9]([C:13]3[CH:14]=[C:15]([CH:20]=[CH:21][C:22]=3[CH3:23])[C:16](OC)=[O:17])=[CH:10][CH:11]=2)[CH:6]=[N:5][N:4]=1)#[N:2].[Li+].[OH-:25].CN(C(ON1N=NC2[CH:37]=[CH:38][CH:39]=[N:40]C1=2)=[N+](C)C)C.F[P-](F)(F)(F)(F)F.C1(N)CC1. (3) Given the product [CH2:10]([O:12][CH:13]([O:16][CH2:17][CH3:18])[CH2:14][N:15]=[CH:4][C:3]1[CH:6]=[CH:7][CH:8]=[CH:9][C:2]=1[F:1])[CH3:11], predict the reactants needed to synthesize it. The reactants are: [F:1][C:2]1[CH:9]=[CH:8][CH:7]=[CH:6][C:3]=1[CH:4]=O.[CH2:10]([O:12][CH:13]([O:16][CH2:17][CH3:18])[CH2:14][NH2:15])[CH3:11].C(OCC)C. (4) Given the product [CH3:34][C:28]1([C:29]([O:31][CH2:32][CH3:33])=[O:30])[C:3]2[CH:2]=[N:7][C:6]([C:8]3[C:16]4[C:11](=[N:12][CH:13]=[CH:14][CH:15]=4)[N:10]([CH2:17][CH2:18][C:19]([F:25])([F:24])[C:20]([F:23])([F:22])[F:21])[N:9]=3)=[N:5][C:4]=2[NH:26][C:27]1=[O:35], predict the reactants needed to synthesize it. The reactants are: Br[C:2]1[C:3]2[C:28]([CH3:34])([C:29]([O:31][CH2:32][CH3:33])=[O:30])[C:27](=[O:35])[NH:26][C:4]=2[N:5]=[C:6]([C:8]2[C:16]3[C:11](=[N:12][CH:13]=[CH:14][CH:15]=3)[N:10]([CH2:17][CH2:18][C:19]([F:25])([F:24])[C:20]([F:23])([F:22])[F:21])[N:9]=2)[N:7]=1. (5) Given the product [CH3:18][C:13]1[CH:14]=[CH:15][CH:16]=[CH:17][C:12]=1[C:11]1[N:23]([C:22]2[C:24]([CH3:28])=[CH:25][CH:26]=[CH:27][C:21]=2[CH3:20])[C:2]([C:3]2[CH:8]=[CH:7][CH:6]=[CH:5][CH:4]=2)=[N:9][N:10]=1, predict the reactants needed to synthesize it. The reactants are: Cl[C:2](=[N:9][N:10]=[C:11](Cl)[C:12]1[CH:17]=[CH:16][CH:15]=[CH:14][C:13]=1[CH3:18])[C:3]1[CH:8]=[CH:7][CH:6]=[CH:5][CH:4]=1.[CH3:20][C:21]1[CH:27]=[CH:26][CH:25]=[C:24]([CH3:28])[C:22]=1[NH2:23].CN(C)C1C=CC=CC=1.Cl. (6) Given the product [C:21]([C:18]1[CH:17]=[CH:16][C:15]([C:13](=[O:14])[CH2:12][CH:11]([C:25]2[CH:30]=[CH:29][C:28]([O:31][C:32]([F:34])([F:35])[F:33])=[CH:27][CH:26]=2)[C:10]([C:7]2[CH:8]=[CH:9][C:4]([C:3]([OH:37])=[O:2])=[CH:5][CH:6]=2)=[O:36])=[CH:20][CH:19]=1)([CH3:24])([CH3:22])[CH3:23], predict the reactants needed to synthesize it. The reactants are: C[O:2][C:3](=[O:37])[C:4]1[CH:9]=[CH:8][C:7]([C:10](=[O:36])[CH:11]([C:25]2[CH:30]=[CH:29][C:28]([O:31][C:32]([F:35])([F:34])[F:33])=[CH:27][CH:26]=2)[CH2:12][C:13]([C:15]2[CH:20]=[CH:19][C:18]([C:21]([CH3:24])([CH3:23])[CH3:22])=[CH:17][CH:16]=2)=[O:14])=[CH:6][CH:5]=1.[OH-].[Na+].